From a dataset of Drug-target binding data from BindingDB using Ki measurements. Regression. Given a target protein amino acid sequence and a drug SMILES string, predict the binding affinity score between them. We predict pKi (pKi = -log10(Ki in M); higher means stronger inhibition). Dataset: bindingdb_ki. The small molecule is O=C1OC(c2ccc(O)cc2)(c2ccc(O)cc2)c2ccc3ccccc3c21. The target protein (P0CS13) has sequence MTATIDDQEKNQRSNPDHEEYQYLDLIRRIINVGEVRPDRTGTGTVALFAPPSFRFSLADNTLPLLTTKRVFLRGVIAELLWFVSGCTDAKMLSSQGVGIWDGNGSKEFLEKVGLGHRREGDLGPVYGFQWRHFGAEYTDADGDYKGKGVDQLQRVIDTIKNNPTDRRIILSAWNPKDLPLMALPPCHMFCQFFVSLPPADSPGSKPKLSCLMYQRSCDLGLGVPFNIASYALLTHMIALITDTEPHEFILQMGDAHVYRDHVEPLKTQLEREPRDFPKLKWARSKEEIGDIDGFKVEDFVVEGYKPWGKIDMKMSA. The pKi is 6.2.